Dataset: Forward reaction prediction with 1.9M reactions from USPTO patents (1976-2016). Task: Predict the product of the given reaction. (1) Given the reactants [Br:1][C:2]1[C:3](=[O:17])[NH:4][C:5](=[O:16])[N:6](CCC2C=CC=CC=2)[N:7]=1.[Cl:18][C:19]1[CH:24]=[C:23]([CH2:25][CH2:26]I)[CH:22]=[CH:21][C:20]=1[F:28].C(I)CC1C=CC=CC=1.BrC1C(=O)NC(=O)N(CCC2C=CC(C)=CC=2)N=1, predict the reaction product. The product is: [Br:1][C:2]1[C:3](=[O:17])[NH:4][C:5](=[O:16])[N:6]([CH2:26][CH2:25][C:23]2[CH:22]=[CH:21][C:20]([F:28])=[C:19]([Cl:18])[CH:24]=2)[N:7]=1. (2) Given the reactants [N+:1]([C:4]1[CH:5]=[C:6]([NH2:19])[C:7]([C:10]2[CH:15]=[CH:14][C:13]([N+:16]([O-:18])=[O:17])=[CH:12][CH:11]=2)=[CH:8][CH:9]=1)([O-:3])=[O:2].N([O-])=O.[Na+].NC(N)=O.[N-:28]=[N+:29]=[N-].[Na+], predict the reaction product. The product is: [N+:1]([C:4]1[CH:9]=[CH:8][C:7]([C:10]2[CH:11]=[CH:12][C:13]([N+:16]([O-:18])=[O:17])=[CH:14][CH:15]=2)=[C:6]([N:19]=[N+:28]=[N-:29])[CH:5]=1)([O-:3])=[O:2]. (3) Given the reactants C(OC([NH:8][C@@H:9]1[C:23](=[O:24])[N:22]2[CH2:25][C@H:26]([O:28][C:29]3[C:30]4[S:43][CH:42]=[CH:41][C:31]=4[N:32]=[C:33]([C:35]4[CH:40]=[CH:39][CH:38]=[CH:37][N:36]=4)[N:34]=3)[CH2:27][C@H:21]2[C:20](=[O:44])[NH:19][C@:18]2([C:46]([O:48][CH3:49])=[O:47])[CH2:45][C@H:17]2[CH:16]=[CH:15][CH2:14][CH2:13][CH2:12][CH2:11][CH2:10]1)=O)(C)(C)C.FC(F)(F)C(O)=O, predict the reaction product. The product is: [NH2:8][C@@H:9]1[C:23](=[O:24])[N:22]2[CH2:25][C@H:26]([O:28][C:29]3[C:30]4[S:43][CH:42]=[CH:41][C:31]=4[N:32]=[C:33]([C:35]4[CH:40]=[CH:39][CH:38]=[CH:37][N:36]=4)[N:34]=3)[CH2:27][C@H:21]2[C:20](=[O:44])[NH:19][C@:18]2([C:46]([O:48][CH3:49])=[O:47])[CH2:45][C@H:17]2[CH:16]=[CH:15][CH2:14][CH2:13][CH2:12][CH2:11][CH2:10]1.